This data is from Reaction yield outcomes from USPTO patents with 853,638 reactions. The task is: Predict the reaction yield, written as a fraction of the theoretical maximum amount of product (1.0 means a 100% yield; for example, 0.34 means a 34% yield). (1) The reactants are [Cl:1][C:2]1[CH:3]=[C:4]2[C:10]([C:11]3[N:16]=[C:15]([NH:17][C@H:18]4[CH2:22][CH2:21][N:20](S(C)(=O)=O)[CH2:19]4)[C:14]([F:27])=[CH:13][N:12]=3)=[CH:9][NH:8][C:5]2=[N:6][CH:7]=1.[CH3:28][CH:29]([S:31](Cl)(=[O:33])=[O:32])[CH3:30]. No catalyst specified. The product is [Cl:1][C:2]1[CH:3]=[C:4]2[C:10]([C:11]3[N:16]=[C:15]([NH:17][C@H:18]4[CH2:22][CH2:21][N:20]([S:31]([CH:29]([CH3:30])[CH3:28])(=[O:33])=[O:32])[CH2:19]4)[C:14]([F:27])=[CH:13][N:12]=3)=[CH:9][NH:8][C:5]2=[N:6][CH:7]=1. The yield is 0.390. (2) The reactants are [OH:1][C@H:2]1[CH2:7][CH2:6][C@H:5]([N:8]2[C:13](=[O:14])[C:12]([CH2:15][C:16]3[CH:21]=[CH:20][C:19]([C:22]4[CH:27]=[CH:26][CH:25]=[CH:24][C:23]=4[C:28]4[NH:32][C:31](=[O:33])[O:30][N:29]=4)=[CH:18][CH:17]=3)=[C:11]([CH2:34][CH2:35][CH3:36])[N:10]3[N:37]=[CH:38][CH:39]=[C:9]23)[CH2:4][CH2:3]1.CC(OI1(OC(C)=O)(OC(C)=O)OC(=O)C2C1=CC=CC=2)=O.C(OCC)(=O)C.S([O-])([O-])(=O)=S.[Na+].[Na+]. The catalyst is C(Cl)Cl.O. The product is [O:1]=[C:2]1[CH2:7][CH2:6][CH:5]([N:8]2[C:13](=[O:14])[C:12]([CH2:15][C:16]3[CH:17]=[CH:18][C:19]([C:22]4[CH:27]=[CH:26][CH:25]=[CH:24][C:23]=4[C:28]4[NH:32][C:31](=[O:33])[O:30][N:29]=4)=[CH:20][CH:21]=3)=[C:11]([CH2:34][CH2:35][CH3:36])[N:10]3[N:37]=[CH:38][CH:39]=[C:9]23)[CH2:4][CH2:3]1. The yield is 0.450.